Task: Predict the product of the given reaction.. Dataset: Forward reaction prediction with 1.9M reactions from USPTO patents (1976-2016) (1) Given the reactants [C:1]1([P:7]([C:22]2[CH:27]=[CH:26][CH:25]=[CH:24][CH:23]=2)([C:16]2[CH:21]=[CH:20][CH:19]=[CH:18][CH:17]=2)=[CH:8][C:9]([O:11][C:12]([CH3:15])([CH3:14])[CH3:13])=[O:10])[CH:6]=[CH:5][CH:4]=[CH:3][CH:2]=1.Br[CH2:29][C:30]#[N:31], predict the reaction product. The product is: [C:30]([CH2:29][C:8](=[P:7]([C:22]1[CH:27]=[CH:26][CH:25]=[CH:24][CH:23]=1)([C:1]1[CH:2]=[CH:3][CH:4]=[CH:5][CH:6]=1)[C:16]1[CH:17]=[CH:18][CH:19]=[CH:20][CH:21]=1)[C:9]([O:11][C:12]([CH3:13])([CH3:14])[CH3:15])=[O:10])#[N:31]. (2) Given the reactants [CH3:1][N:2]1[C:6]([C:7](=[N:14][O:15][CH2:16][C:17]2[N:22]=[C:21]([N:23]3C(=O)C4C(=CC=CC=4)C3=O)[CH:20]=[CH:19][CH:18]=2)[C:8]2[CH:13]=[CH:12][CH:11]=[CH:10][CH:9]=2)=[CH:5][N:4]=[CH:3]1.O.NN, predict the reaction product. The product is: [CH3:1][N:2]1[C:6]([C:7](=[N:14][O:15][CH2:16][C:17]2[N:22]=[C:21]([NH2:23])[CH:20]=[CH:19][CH:18]=2)[C:8]2[CH:9]=[CH:10][CH:11]=[CH:12][CH:13]=2)=[CH:5][N:4]=[CH:3]1. (3) Given the reactants Br[C:2]1[CH:7]=[CH:6][C:5]([O:8][CH3:9])=[CH:4][N:3]=1.[NH2:10][C:11]1[CH:12]=[C:13]2[C:18](=[C:19]([NH:21][C:22]([CH3:25])([CH3:24])[CH3:23])[N:20]=1)[C:17](=[O:26])[N:16]([CH2:27][CH2:28][OH:29])[CH:15]=[CH:14]2.C1C=CC(P(C2C(C3C(P(C4C=CC=CC=4)C4C=CC=CC=4)=CC=C4C=3C=CC=C4)=C3C(C=CC=C3)=CC=2)C2C=CC=CC=2)=CC=1.CC([O-])(C)C.[Na+], predict the reaction product. The product is: [C:22]([NH:21][C:19]1[N:20]=[C:11]([NH:10][C:2]2[CH:7]=[CH:6][C:5]([O:8][CH3:9])=[CH:4][N:3]=2)[CH:12]=[C:13]2[C:18]=1[C:17](=[O:26])[N:16]([CH2:27][CH2:28][OH:29])[CH:15]=[CH:14]2)([CH3:25])([CH3:23])[CH3:24]. (4) Given the reactants Cl[CH2:2][C:3]1[S:7][C:6]([N:8]2[CH2:13][CH2:12][NH:11][C:10](=[O:14])[CH2:9]2)=[N:5][CH:4]=1.Cl.[O:16]1[C:20]2[CH:21]=[CH:22][C:23]([CH:25]([N:27]3[CH2:32][CH2:31][NH:30][CH2:29][CH2:28]3)[CH3:26])=[CH:24][C:19]=2[O:18][CH2:17]1, predict the reaction product. The product is: [O:16]1[C:20]2[CH:21]=[CH:22][C:23]([CH:25]([N:27]3[CH2:32][CH2:31][N:30]([CH2:2][C:3]4[S:7][C:6]([N:8]5[CH2:13][CH2:12][NH:11][C:10](=[O:14])[CH2:9]5)=[N:5][CH:4]=4)[CH2:29][CH2:28]3)[CH3:26])=[CH:24][C:19]=2[O:18][CH2:17]1.